From a dataset of Catalyst prediction with 721,799 reactions and 888 catalyst types from USPTO. Predict which catalyst facilitates the given reaction. (1) Reactant: [Cl:1][C:2]1[CH:9]=[CH:8][C:5]([C:6]#[N:7])=[C:4]([O:10][C:11]2[CH:16]=[CH:15][CH:14]=[C:13]([CH:17]=O)[CH:12]=2)[CH:3]=1.[NH:19]1[CH2:23][CH2:22][CH2:21][CH2:20]1.C([BH3-])#N.[Na+].[C:28]([OH:35])(=[O:34])/[CH:29]=[CH:30]/[C:31]([OH:33])=[O:32]. Product: [C:28]([OH:35])(=[O:34])/[CH:29]=[CH:30]/[C:31]([OH:33])=[O:32].[Cl:1][C:2]1[CH:9]=[CH:8][C:5]([C:6]#[N:7])=[C:4]([O:10][C:11]2[CH:16]=[CH:15][CH:14]=[C:13]([CH2:17][N:19]3[CH2:23][CH2:22][CH2:21][CH2:20]3)[CH:12]=2)[CH:3]=1. The catalyst class is: 404. (2) Reactant: C(OC(=O)[NH:7][O:8][CH2:9][CH2:10][CH2:11][CH2:12][NH:13][C:14](=[O:29])[CH2:15][O:16][C:17]1[CH:26]=[C:25]2[C:20]([C:21]([CH3:28])=[CH:22][C:23](=[O:27])[O:24]2)=[CH:19][CH:18]=1)(C)(C)C.FC(F)(F)C(O)=O. Product: [NH2:7][O:8][CH2:9][CH2:10][CH2:11][CH2:12][NH:13][C:14](=[O:29])[CH2:15][O:16][C:17]1[CH:18]=[CH:19][C:20]2[C:21]([CH3:28])=[CH:22][C:23](=[O:27])[O:24][C:25]=2[CH:26]=1. The catalyst class is: 4. (3) Reactant: [F:1][C:2]1[C:3]([NH:23][C:24]2[CH:29]=[CH:28][C:27]([CH:30]=[CH2:31])=[CH:26][C:25]=2[F:32])=[C:4]([CH:9]([OH:22])[CH2:10][O:11][Si:12]([CH:19]([CH3:21])[CH3:20])([CH:16]([CH3:18])[CH3:17])[CH:13]([CH3:15])[CH3:14])[CH:5]=[CH:6][C:7]=1[F:8].[H][H]. Product: [CH2:30]([C:27]1[CH:28]=[CH:29][C:24]([NH:23][C:3]2[C:2]([F:1])=[C:7]([F:8])[CH:6]=[CH:5][C:4]=2[CH:9]([OH:22])[CH2:10][O:11][Si:12]([CH:19]([CH3:21])[CH3:20])([CH:13]([CH3:15])[CH3:14])[CH:16]([CH3:18])[CH3:17])=[C:25]([F:32])[CH:26]=1)[CH3:31]. The catalyst class is: 7. (4) Reactant: [CH:1]([OH:3])=O.C(OC(=O)C)(=O)C.[CH:11]([C:14]1[CH:20]=[CH:19][CH:18]=[C:17]([CH:21]([CH3:23])[CH3:22])[C:15]=1[NH2:16])([CH3:13])[CH3:12]. Product: [CH:1]([NH:16][C:15]1[C:17]([CH:21]([CH3:22])[CH3:23])=[CH:18][CH:19]=[CH:20][C:14]=1[CH:11]([CH3:13])[CH3:12])=[O:3]. The catalyst class is: 4. (5) Reactant: [CH2:1]([C:8]1[N:12]=[C:11]([CH2:13][CH2:14][C:15]([OH:17])=O)[O:10][N:9]=1)[C:2]1[CH:7]=[CH:6][CH:5]=[CH:4][CH:3]=1.C1N=CN(C(N2C=NC=C2)=O)C=1.[NH2:30][NH2:31]. Product: [CH2:1]([C:8]1[N:12]=[C:11]([CH2:13][CH2:14][C:15]([NH:30][NH2:31])=[O:17])[O:10][N:9]=1)[C:2]1[CH:7]=[CH:6][CH:5]=[CH:4][CH:3]=1. The catalyst class is: 1.